Dataset: Reaction yield outcomes from USPTO patents with 853,638 reactions. Task: Predict the reaction yield, written as a fraction of the theoretical maximum amount of product (1.0 means a 100% yield; for example, 0.34 means a 34% yield). The reactants are [F:1][C:2]([F:16])([F:15])[CH:3]([NH2:14])[CH2:4][S:5]([C:7]1[CH:12]=[CH:11][C:10]([CH3:13])=[CH:9][CH:8]=1)=O.C[Si](Cl)(C)C.[I].[Na]. The catalyst is C(#N)C. The product is [F:16][C:2]([F:1])([F:15])[CH:3]([NH2:14])[CH2:4][S:5][C:7]1[CH:12]=[CH:11][C:10]([CH3:13])=[CH:9][CH:8]=1. The yield is 0.960.